From a dataset of Full USPTO retrosynthesis dataset with 1.9M reactions from patents (1976-2016). Predict the reactants needed to synthesize the given product. Given the product [C:18]([C:22]1[CH:23]=[C:24]2[C:29](=[C:30]([F:32])[CH:31]=1)[C:28](=[O:33])[N:27]([C:34]1[C:42]([CH2:41][OH:40])=[C:38]([N:13]3[C:11]4=[N:12][C:7]([N:4]5[CH2:5][CH2:6][O:1][CH2:2][CH2:3]5)=[CH:8][CH:9]=[C:10]4[C:15]([C:16]#[N:17])=[CH:14]3)[CH:37]=[CH:36][CH:35]=1)[N:26]=[CH:25]2)([CH3:21])([CH3:19])[CH3:20], predict the reactants needed to synthesize it. The reactants are: [O:1]1[CH2:6][CH2:5][N:4]([C:7]2[N:12]=[C:11]3[NH:13][CH:14]=[C:15]([C:16]#[N:17])[C:10]3=[CH:9][CH:8]=2)[CH2:3][CH2:2]1.[C:18]([C:22]1[CH:23]=[C:24]2[C:29](=[C:30]([F:32])[CH:31]=1)[C:28](=[O:33])[N:27]([C:34]1[C:42]3[CH2:41][O:40]B(O)[C:38]=3[CH:37]=[CH:36][CH:35]=1)[N:26]=[CH:25]2)([CH3:21])([CH3:20])[CH3:19].N1C=CC=CC=1.[NH4+].[Cl-].